The task is: Regression. Given a peptide amino acid sequence and an MHC pseudo amino acid sequence, predict their binding affinity value. This is MHC class I binding data.. This data is from Peptide-MHC class I binding affinity with 185,985 pairs from IEDB/IMGT. (1) The peptide sequence is SLTQVKELGI. The MHC is HLA-A68:02 with pseudo-sequence HLA-A68:02. The binding affinity (normalized) is 0.180. (2) The binding affinity (normalized) is 0.268. The peptide sequence is WLKEKHEEL. The MHC is HLA-B08:02 with pseudo-sequence HLA-B08:02. (3) The peptide sequence is HQDDGQPRL. The MHC is HLA-A23:01 with pseudo-sequence HLA-A23:01. The binding affinity (normalized) is 0.0847. (4) The peptide sequence is NHINVELSH. The MHC is HLA-B38:01 with pseudo-sequence HLA-B38:01. The binding affinity (normalized) is 0.142. (5) The peptide sequence is ITTLLNETA. The MHC is HLA-A02:01 with pseudo-sequence HLA-A02:01. The binding affinity (normalized) is 0.404. (6) The peptide sequence is GLAGLQTDV. The MHC is HLA-A01:01 with pseudo-sequence HLA-A01:01. The binding affinity (normalized) is 0.0847. (7) The peptide sequence is LVSECSKDF. The MHC is HLA-B40:01 with pseudo-sequence HLA-B40:01. The binding affinity (normalized) is 0.0847.